From a dataset of Reaction yield outcomes from USPTO patents with 853,638 reactions. Predict the reaction yield, written as a fraction of the theoretical maximum amount of product (1.0 means a 100% yield; for example, 0.34 means a 34% yield). The reactants are [C:1]([O:5][C:6]([NH:8][C:9]1[CH:14]=[C:13]([C:15](=[CH:25][N:26](C)C)[C:16]([C:18]2[CH:23]=[CH:22][C:21]([Cl:24])=[CH:20][CH:19]=2)=O)[CH:12]=[CH:11][N:10]=1)=[O:7])([CH3:4])([CH3:3])[CH3:2].C(OC([NH:36]C1C=C(C(=CN(C)C)C(C2C=CC(F)=CC=2)=O)C=CN=1)=O)(C)(C)C. No catalyst specified. The product is [C:1]([O:5][C:6]([NH:8][C:9]1[CH:14]=[C:13]([C:15]2[C:16]([C:18]3[CH:23]=[CH:22][C:21]([Cl:24])=[CH:20][CH:19]=3)=[N:36][NH:26][CH:25]=2)[CH:12]=[CH:11][N:10]=1)=[O:7])([CH3:4])([CH3:3])[CH3:2]. The yield is 0.970.